From a dataset of Catalyst prediction with 721,799 reactions and 888 catalyst types from USPTO. Predict which catalyst facilitates the given reaction. (1) Reactant: [OH-].[Li+].[CH2:3]([C:5]1[NH:6][C:7]([C:11]([O:13]CC)=[O:12])=[C:8]([CH3:10])[N:9]=1)[CH3:4].CO. Product: [CH2:3]([C:5]1[NH:6][C:7]([C:11]([OH:13])=[O:12])=[C:8]([CH3:10])[N:9]=1)[CH3:4]. The catalyst class is: 1. (2) Reactant: Cl[C:2]1[C:11]2[C:6](=[CH:7][C:8]([O:14][CH3:15])=[C:9]([O:12][CH3:13])[CH:10]=2)[N:5]=[CH:4][CH:3]=1.[Br:16][C:17]1[CH:22]=[C:21]([CH3:23])[CH:20]=[CH:19][C:18]=1[OH:24].O. Product: [Br:16][C:17]1[CH:22]=[C:21]([CH3:23])[CH:20]=[CH:19][C:18]=1[O:24][C:2]1[C:11]2[C:6](=[CH:7][C:8]([O:14][CH3:15])=[C:9]([O:12][CH3:13])[CH:10]=2)[N:5]=[CH:4][CH:3]=1. The catalyst class is: 262. (3) Reactant: [Cl:1][C:2]1[CH:33]=[CH:32][C:5]([CH2:6][N:7]2[C:12](=[N:13][C:14]3[CH:19]=[CH:18][C:17]([O:20][CH:21]([CH3:23])[CH3:22])=[C:16]([F:24])[CH:15]=3)[NH:11][C:10](=[O:25])[N:9]([CH2:26][C:27]([NH2:30])=[N:28][OH:29])[C:8]2=[O:31])=[CH:4][CH:3]=1.[C:34](Cl)(=O)[O:35]CC. Product: [Cl:1][C:2]1[CH:3]=[CH:4][C:5]([CH2:6][N:7]2[C:12](=[N:13][C:14]3[CH:19]=[CH:18][C:17]([O:20][CH:21]([CH3:22])[CH3:23])=[C:16]([F:24])[CH:15]=3)[NH:11][C:10](=[O:25])[N:9]([CH2:26][C:27]3[NH:30][C:34](=[O:35])[O:29][N:28]=3)[C:8]2=[O:31])=[CH:32][CH:33]=1. The catalyst class is: 17. (4) Reactant: [NH:1]([C:15]([O:17][CH2:18][C:19]1[CH:24]=[CH:23][CH:22]=[CH:21][CH:20]=1)=[O:16])[C@H:2]([C:12]([OH:14])=O)[CH2:3][CH2:4][C:5](=[O:11])[O:6][C:7]([CH3:10])([CH3:9])[CH3:8].OC1C2N=NNC=2C=CC=1.[NH2:35][CH2:36][C:37]([NH:39][CH2:40][C:41]([NH2:43])=[O:42])=[O:38].Cl.CN(C)CCCN=C=NCC.C(N(C(C)C)CC)(C)C. Product: [NH:1]([C:15]([O:17][CH2:18][C:19]1[CH:24]=[CH:23][CH:22]=[CH:21][CH:20]=1)=[O:16])[C@H:2]([C:12]([NH:35][CH2:36][C:37]([NH:39][CH2:40][C:41]([NH2:43])=[O:42])=[O:38])=[O:14])[CH2:3][CH2:4][C:5](=[O:11])[O:6][C:7]([CH3:8])([CH3:9])[CH3:10]. The catalyst class is: 9. (5) Reactant: C([Si](C)(C)[O:6][CH2:7][CH:8]1[CH2:11][CH:10]([O:12][CH:13]2[CH2:18][CH2:17][CH2:16][CH2:15][O:14]2)[CH2:9]1)(C)(C)C.[F-].C([N+](CCCC)(CCCC)CCCC)CCC. Product: [O:14]1[CH2:15][CH2:16][CH2:17][CH2:18][CH:13]1[O:12][CH:10]1[CH2:9][CH:8]([CH2:7][OH:6])[CH2:11]1. The catalyst class is: 217. (6) Reactant: CC[N:3](C1C=CC=CC=1)CC.[C:12]1([C:22]([OH:24])=O)[C:21]2[C:16](=[CH:17][CH:18]=[CH:19][CH:20]=2)[CH:15]=[CH:14][CH:13]=1.Cl.CN(C)CCCN=C=NCC.ON1C2C=CC=CC=2N=N1. Product: [C:12]1([C:22]([NH2:3])=[O:24])[C:21]2[C:16](=[CH:17][CH:18]=[CH:19][CH:20]=2)[CH:15]=[CH:14][CH:13]=1. The catalyst class is: 1. (7) Reactant: [CH3:1][C:2]1[N:7]=[C:6]2[S:8][C:9]3[CH2:14][CH2:13][CH2:12][CH2:11][C:10]=3[C:5]2=[C:4]([C:15]2[CH:23]=[CH:22][C:18]3[O:19][CH2:20][O:21][C:17]=3[CH:16]=2)[C:3]=1[CH2:24][C:25]([O:27][CH3:28])=[O:26].[Li+].C[Si]([N-][Si](C)(C)C)(C)C.[CH2:39]1[CH2:43]OC[CH2:40]1.ICCC. Product: [CH3:1][C:2]1[N:7]=[C:6]2[S:8][C:9]3[CH2:14][CH2:13][CH2:12][CH2:11][C:10]=3[C:5]2=[C:4]([C:15]2[CH:23]=[CH:22][C:18]3[O:19][CH2:20][O:21][C:17]=3[CH:16]=2)[C:3]=1[CH:24]([CH2:40][CH2:39][CH3:43])[C:25]([O:27][CH3:28])=[O:26]. The catalyst class is: 3.